Task: Predict the reaction yield, written as a fraction of the theoretical maximum amount of product (1.0 means a 100% yield; for example, 0.34 means a 34% yield).. Dataset: Reaction yield outcomes from USPTO patents with 853,638 reactions (1) The reactants are C[N:2]1[C:10]2[C:5](=[CH:6][CH:7]=[C:8]([NH2:11])[CH:9]=2)[CH:4]=[CH:3]1.[C:12](Cl)(=[O:16])[CH:13]([CH3:15])[CH3:14].C(OCC)(=O)C. The catalyst is N1C=CC=CC=1. The product is [NH:2]1[C:10]2[C:5](=[CH:6][CH:7]=[C:8]([NH:11][C:12](=[O:16])[CH:13]([CH3:15])[CH3:14])[CH:9]=2)[CH:4]=[CH:3]1. The yield is 0.360. (2) The reactants are [CH3:1][O:2][C:3](=[O:17])[CH2:4][CH2:5][C:6]1[CH:11]=[CH:10][C:9]([CH2:12][N:13]=[N+]=[N-])=[CH:8][C:7]=1[CH3:16].[H][H]. The catalyst is CCO.[Pd]. The product is [CH3:1][O:2][C:3](=[O:17])[CH2:4][CH2:5][C:6]1[CH:11]=[CH:10][C:9]([CH2:12][NH2:13])=[CH:8][C:7]=1[CH3:16]. The yield is 0.780. (3) The reactants are [CH:1]([NH:3][NH2:4])=[O:2].C([N:8]([CH2:12][CH2:13][CH3:14])[CH2:9]CC)CC.C(C1C=[CH:20][S:19][C:18]=1[NH:22]C(=O)OC)#N. The catalyst is COCCO. The product is [N:8]1[CH:9]=[N:4][N:3]2[C:12]=1[C:13]1[CH:14]=[CH:20][S:19][C:18]=1[NH:22][C:1]2=[O:2]. The yield is 0.260.